From a dataset of NCI-60 drug combinations with 297,098 pairs across 59 cell lines. Regression. Given two drug SMILES strings and cell line genomic features, predict the synergy score measuring deviation from expected non-interaction effect. (1) Drug 1: COC1=C(C=C2C(=C1)N=CN=C2NC3=CC(=C(C=C3)F)Cl)OCCCN4CCOCC4. Drug 2: CC12CCC3C(C1CCC2=O)CC(=C)C4=CC(=O)C=CC34C. Cell line: NCI-H226. Synergy scores: CSS=31.6, Synergy_ZIP=-1.62, Synergy_Bliss=2.31, Synergy_Loewe=-12.2, Synergy_HSA=5.04. (2) Drug 1: CC(C)(C#N)C1=CC(=CC(=C1)CN2C=NC=N2)C(C)(C)C#N. Drug 2: C1C(C(OC1N2C=NC(=NC2=O)N)CO)O. Cell line: M14. Synergy scores: CSS=6.51, Synergy_ZIP=-2.73, Synergy_Bliss=-1.37, Synergy_Loewe=-0.0999, Synergy_HSA=-0.869. (3) Drug 1: C1=C(C(=O)NC(=O)N1)F. Drug 2: CN(CCCl)CCCl.Cl. Cell line: UACC62. Synergy scores: CSS=35.9, Synergy_ZIP=-11.0, Synergy_Bliss=-12.7, Synergy_Loewe=-12.3, Synergy_HSA=-11.4. (4) Drug 1: COC1=C(C=C2C(=C1)N=CN=C2NC3=CC(=C(C=C3)F)Cl)OCCCN4CCOCC4. Drug 2: CC=C1C(=O)NC(C(=O)OC2CC(=O)NC(C(=O)NC(CSSCCC=C2)C(=O)N1)C(C)C)C(C)C. Cell line: 786-0. Synergy scores: CSS=54.4, Synergy_ZIP=8.39, Synergy_Bliss=8.05, Synergy_Loewe=10.1, Synergy_HSA=11.5. (5) Drug 1: C(CC(=O)O)C(=O)CN.Cl. Drug 2: CC1C(C(CC(O1)OC2CC(CC3=C2C(=C4C(=C3O)C(=O)C5=CC=CC=C5C4=O)O)(C(=O)C)O)N)O. Cell line: K-562. Synergy scores: CSS=28.7, Synergy_ZIP=-0.744, Synergy_Bliss=-2.77, Synergy_Loewe=-37.0, Synergy_HSA=-2.70. (6) Drug 2: CS(=O)(=O)OCCCCOS(=O)(=O)C. Cell line: M14. Drug 1: CCC1=C2CN3C(=CC4=C(C3=O)COC(=O)C4(CC)O)C2=NC5=C1C=C(C=C5)O. Synergy scores: CSS=51.2, Synergy_ZIP=-1.19, Synergy_Bliss=0.717, Synergy_Loewe=-71.6, Synergy_HSA=0.229. (7) Drug 1: C1=CC(=CC=C1C#N)C(C2=CC=C(C=C2)C#N)N3C=NC=N3. Drug 2: CC1CCC2CC(C(=CC=CC=CC(CC(C(=O)C(C(C(=CC(C(=O)CC(OC(=O)C3CCCCN3C(=O)C(=O)C1(O2)O)C(C)CC4CCC(C(C4)OC)O)C)C)O)OC)C)C)C)OC. Cell line: NCI/ADR-RES. Synergy scores: CSS=1.88, Synergy_ZIP=0.313, Synergy_Bliss=1.95, Synergy_Loewe=0.597, Synergy_HSA=0.791. (8) Drug 1: C1CC(=O)NC(=O)C1N2CC3=C(C2=O)C=CC=C3N. Drug 2: C1=C(C(=O)NC(=O)N1)F. Cell line: KM12. Synergy scores: CSS=16.7, Synergy_ZIP=-11.2, Synergy_Bliss=-22.4, Synergy_Loewe=-26.1, Synergy_HSA=-19.5. (9) Drug 1: CCCS(=O)(=O)NC1=C(C(=C(C=C1)F)C(=O)C2=CNC3=C2C=C(C=N3)C4=CC=C(C=C4)Cl)F. Drug 2: C1CC(=O)NC(=O)C1N2CC3=C(C2=O)C=CC=C3N. Cell line: NCI/ADR-RES. Synergy scores: CSS=6.62, Synergy_ZIP=-0.223, Synergy_Bliss=1.78, Synergy_Loewe=2.31, Synergy_HSA=0.888. (10) Drug 1: CN(C)N=NC1=C(NC=N1)C(=O)N. Drug 2: CC1=C2C(C(=O)C3(C(CC4C(C3C(C(C2(C)C)(CC1OC(=O)C(C(C5=CC=CC=C5)NC(=O)C6=CC=CC=C6)O)O)OC(=O)C7=CC=CC=C7)(CO4)OC(=O)C)O)C)OC(=O)C. Synergy scores: CSS=49.3, Synergy_ZIP=-0.496, Synergy_Bliss=0.303, Synergy_Loewe=-25.1, Synergy_HSA=-0.423. Cell line: NCIH23.